This data is from Reaction yield outcomes from USPTO patents with 853,638 reactions. The task is: Predict the reaction yield, written as a fraction of the theoretical maximum amount of product (1.0 means a 100% yield; for example, 0.34 means a 34% yield). (1) The reactants are [CH3:1][O:2][C:3]1[CH:4]=[C:5]2[C:10](=[CH:11][C:12]=1[O:13][CH3:14])[CH:9]=[C:8]([CH:15]=[O:16])[CH2:7][CH2:6]2.[OH-:17].[Na+]. The catalyst is CCO.O.[N+]([O-])([O-])=O.[Ag+]. The product is [CH3:1][O:2][C:3]1[CH:4]=[C:5]2[C:10](=[CH:11][C:12]=1[O:13][CH3:14])[CH:9]=[C:8]([C:15]([OH:17])=[O:16])[CH2:7][CH2:6]2. The yield is 0.770. (2) No catalyst specified. The product is [CH3:1][O:2][C:3]1[C:10]([O:11][CH3:12])=[C:9]([O:13][CH3:14])[CH:8]=[CH:7][C:4]=1[CH2:5][O:6][C:16]1[CH:21]=[CH:20][CH:19]=[CH:18][C:17]=1[N+:22]([O-:24])=[O:23].[CH3:25][O:26][C:27]1[C:41]([O:42][CH3:43])=[C:40]([O:44][CH3:45])[CH:39]=[CH:38][C:28]=1[CH2:29][O:30][C:31]1[CH:37]=[CH:36][CH:35]=[CH:34][C:32]=1[NH:33][C:14]([NH:46][C:47]1[S:48][CH:49]=[CH:50][N:51]=1)=[O:13]. The yield is 0.720. The reactants are [CH3:1][O:2][C:3]1[C:10]([O:11][CH3:12])=[C:9]([O:13][CH3:14])[CH:8]=[CH:7][C:4]=1[CH2:5][OH:6].F[C:16]1[CH:21]=[CH:20][CH:19]=[CH:18][C:17]=1[N+:22]([O-:24])=[O:23].[CH3:25][O:26][C:27]1[C:41]([O:42][CH3:43])=[C:40]([O:44][CH3:45])[CH:39]=[CH:38][C:28]=1[CH2:29][O:30][C:31]1[CH:37]=[CH:36][CH:35]=[CH:34][C:32]=1[NH2:33].[NH2:46][C:47]1[S:48][CH:49]=[CH:50][N:51]=1. (3) The reactants are [NH2:1][C:2]1[CH:3]=[C:4]([CH2:8][S:9]([CH2:12][CH2:13][OH:14])(=[O:11])=[O:10])[CH:5]=[CH:6][CH:7]=1.Cl[C:16]1[N:21]=[C:20]([C:22]2[CH:27]=[CH:26][CH:25]=[CH:24][C:23]=2[O:28][CH3:29])[CH:19]=[CH:18][N:17]=1. The catalyst is CN(C=O)C. The product is [CH3:29][O:28][C:23]1[CH:24]=[CH:25][CH:26]=[CH:27][C:22]=1[C:20]1[CH:19]=[CH:18][N:17]=[C:16]([NH:1][C:2]2[CH:3]=[C:4]([CH2:8][S:9]([CH2:12][CH2:13][OH:14])(=[O:11])=[O:10])[CH:5]=[CH:6][CH:7]=2)[N:21]=1. The yield is 0.750. (4) The reactants are [CH3:1][O:2][C:3]([C:5]1[C:9]2[CH:10]=[CH:11][C:12](B3OC(C)(C)C(C)(C)O3)=[CH:13][C:8]=2[O:7][C:6]=1[CH3:23])=[O:4].Br[C:25]1[CH:48]=[CH:47][C:28]([O:29][CH2:30][C:31]2[N:35]([C:36]3[C:41]([Cl:42])=[CH:40][CH:39]=[CH:38][C:37]=3[Cl:43])[N:34]=[CH:33][C:32]=2[CH:44]([CH3:46])[CH3:45])=[CH:27][C:26]=1[CH3:49].N#N.C1(P(C2CCCCC2)C2(OC)CC=CC(OC)=C2C2C=CC=CC=2)CCCCC1.P([O-])([O-])([O-])=O.[K+].[K+].[K+]. The catalyst is C1(C)C=CC=CC=1.O.CC([O-])=O.CC([O-])=O.[Pd+2]. The product is [CH3:1][O:2][C:3]([C:5]1[C:9]2[CH:10]=[CH:11][C:12]([C:25]3[CH:48]=[CH:47][C:28]([O:29][CH2:30][C:31]4[N:35]([C:36]5[C:41]([Cl:42])=[CH:40][CH:39]=[CH:38][C:37]=5[Cl:43])[N:34]=[CH:33][C:32]=4[CH:44]([CH3:45])[CH3:46])=[CH:27][C:26]=3[CH3:49])=[CH:13][C:8]=2[O:7][C:6]=1[CH3:23])=[O:4]. The yield is 0.310. (5) The reactants are [O:1]([C:8]1[CH:9]=[C:10]([C:14]2[CH:18]=[C:17]([CH2:19][CH2:20][CH:21]=O)[O:16][N:15]=2)[CH:11]=[CH:12][CH:13]=1)[C:2]1[CH:7]=[CH:6][CH:5]=[CH:4][CH:3]=1.[F:23][C:24]([F:39])([F:38])[C:25]1[CH:37]=[CH:36][CH:35]=[CH:34][C:26]=1[CH2:27][N:28]1[CH2:33][CH2:32][NH:31][CH2:30][CH2:29]1.[BH-](OC(C)=O)(OC(C)=O)OC(C)=O.[Na+]. The catalyst is C(Cl)Cl. The product is [O:1]([C:8]1[CH:13]=[CH:12][CH:11]=[C:10]([C:14]2[CH:18]=[C:17]([CH2:19][CH2:20][CH2:21][N:31]3[CH2:30][CH2:29][N:28]([CH2:27][C:26]4[CH:34]=[CH:35][CH:36]=[CH:37][C:25]=4[C:24]([F:38])([F:39])[F:23])[CH2:33][CH2:32]3)[O:16][N:15]=2)[CH:9]=1)[C:2]1[CH:3]=[CH:4][CH:5]=[CH:6][CH:7]=1. The yield is 0.827.